Dataset: Forward reaction prediction with 1.9M reactions from USPTO patents (1976-2016). Task: Predict the product of the given reaction. (1) Given the reactants [CH2:1]([O:8][C:9]([N:11]1[CH2:16][CH2:15][CH:14]([N:17]([C:23]([O:25][C:26]([CH3:29])([CH3:28])[CH3:27])=[O:24])[CH2:18][CH2:19][C:20]([OH:22])=O)[CH2:13][CH2:12]1)=[O:10])[C:2]1[CH:7]=[CH:6][CH:5]=[CH:4][CH:3]=1.CC[N:32]=C=NCCCN(C)C.C1C=CC2N(O)N=NC=2C=1.N, predict the reaction product. The product is: [NH2:32][C:20](=[O:22])[CH2:19][CH2:18][N:17]([C:23]([O:25][C:26]([CH3:27])([CH3:29])[CH3:28])=[O:24])[CH:14]1[CH2:13][CH2:12][N:11]([C:9]([O:8][CH2:1][C:2]2[CH:7]=[CH:6][CH:5]=[CH:4][CH:3]=2)=[O:10])[CH2:16][CH2:15]1. (2) Given the reactants [Cl:1][C:2]1[CH:3]=[C:4]([C:8]2[C:17]3[C:12](=[CH:13][CH:14]=[C:15]([C:18](C4C=NC(Cl)=CC=4)([C:20]4[N:21]([CH3:25])[CH:22]=[N:23][CH:24]=4)[OH:19])[CH:16]=3)[N:11]=[C:10]([O:33]C)[CH:9]=2)[CH:5]=[CH:6][CH:7]=1.[ClH:35], predict the reaction product. The product is: [Cl:1][C:2]1[CH:3]=[C:4]([C:8]2[C:17]3[C:12](=[CH:13][CH:14]=[C:15]([C:18]([C:10]4[CH:9]=[CH:8][C:17]([Cl:35])=[CH:12][N:11]=4)([OH:19])[C:20]4[N:21]([CH3:25])[CH:22]=[N:23][CH:24]=4)[CH:16]=3)[NH:11][C:10](=[O:33])[CH:9]=2)[CH:5]=[CH:6][CH:7]=1. (3) Given the reactants [C:1]([O-:4])([O-])=O.[K+].[K+].[Br:7][C:8]1[CH:15]=[CH:14][CH:13]=[C:12]([OH:16])[C:9]=1[CH:10]=O.Cl[CH2:18][C:19]([CH2:21]Cl)=[O:20], predict the reaction product. The product is: [Br:7][C:8]1[C:9]2[CH:10]=[C:18]([C:19]([C:21]3[O:4][C:1]4[CH:13]=[CH:12][CH:9]=[C:8]([Br:7])[C:15]=4[CH:14]=3)=[O:20])[O:16][C:12]=2[CH:13]=[CH:14][CH:15]=1. (4) Given the reactants [Si]([O:8][CH2:9][C:10]1[CH:11]=[C:12]2[C:16](=[CH:17][CH:18]=1)[NH:15][N:14]=[C:13]2[NH:19][C:20]([NH2:22])=[S:21])(C(C)(C)C)(C)C.[CH2:23](OC(Cl)CCl)[CH3:24].N1C=CN=C1.C([Si](C)(C)Cl)(C)(C)C.[F-].C([N+](CCCC)(CCCC)CCCC)CCC, predict the reaction product. The product is: [S:21]1[CH:24]=[CH:23][N:22]=[C:20]1[NH:19][C:13]1[C:12]2[C:16](=[CH:17][CH:18]=[C:10]([CH2:9][OH:8])[CH:11]=2)[NH:15][N:14]=1. (5) The product is: [F:1][C:2]1[C:7]([F:8])=[CH:6][CH:5]=[CH:4][C:3]=1[C:9]1([O:20][CH3:21])[CH2:12][NH:11][CH2:10]1. Given the reactants [F:1][C:2]1[C:7]([F:8])=[CH:6][CH:5]=[CH:4][C:3]=1[C:9]1([O:20][CH3:21])[CH2:12][N:11](C(OC(C)(C)C)=O)[CH2:10]1.FC(F)(F)C(O)=O, predict the reaction product. (6) Given the reactants [H-].[Na+].[CH3:3][O:4][C:5]1[C:10]([NH:11][C:12](=[O:14])[CH3:13])=[CH:9][C:8]([CH2:15][S:16](/[CH:19]=[CH:20]/[C:21]2[C:26]([O:27][CH3:28])=[CH:25][C:24]([O:29][CH3:30])=[CH:23][C:22]=2[O:31][CH3:32])(=[O:18])=[O:17])=[CH:7][N:6]=1.I[CH2:34][CH3:35], predict the reaction product. The product is: [CH2:34]([N:11]([C:10]1[C:5]([O:4][CH3:3])=[N:6][CH:7]=[C:8]([CH2:15][S:16](/[CH:19]=[CH:20]/[C:21]2[C:26]([O:27][CH3:28])=[CH:25][C:24]([O:29][CH3:30])=[CH:23][C:22]=2[O:31][CH3:32])(=[O:18])=[O:17])[CH:9]=1)[C:12](=[O:14])[CH3:13])[CH3:35]. (7) Given the reactants [O:1]1[C:5]2[CH:6]=[CH:7][C:8]([C:10]3([C:13]([NH:15][C:16]4[CH:17]=[C:18]5[C:22](=[CH:23][C:24]=4[F:25])[NH:21][CH:20]([C:26]([CH3:29])([CH3:28])[CH3:27])[CH2:19]5)=[O:14])[CH2:12][CH2:11]3)=[CH:9][C:4]=2[O:3][CH2:2]1.[CH:30]([CH:32]=O)=[O:31].O.[BH3-]C#N.[Na+], predict the reaction product. The product is: [O:1]1[C:5]2[CH:6]=[CH:7][C:8]([C:10]3([C:13]([NH:15][C:16]4[CH:17]=[C:18]5[C:22](=[CH:23][C:24]=4[F:25])[N:21]([CH2:32][CH2:30][OH:31])[C:20]([C:26]([CH3:29])([CH3:28])[CH3:27])=[CH:19]5)=[O:14])[CH2:12][CH2:11]3)=[CH:9][C:4]=2[O:3][CH2:2]1. (8) Given the reactants Cl.[C:2]([N:6]1[CH:40]=[C:39]2[C:8]([C:9](=[O:41])[CH2:10][C:11]3([CH2:38]2)[CH2:16][CH2:15][N:14]([C:17]([C:19]2[CH:20]=[N:21][C:22]4[C:27]([CH:28]=2)=[CH:26][C:25]([O:29][CH2:30][C:31]([O:33]C(C)(C)C)=[O:32])=[CH:24][CH:23]=4)=[O:18])[CH2:13][CH2:12]3)=[N:7]1)([CH3:5])([CH3:4])[CH3:3], predict the reaction product. The product is: [C:2]([N:6]1[CH:40]=[C:39]2[C:8]([C:9](=[O:41])[CH2:10][C:11]3([CH2:38]2)[CH2:16][CH2:15][N:14]([C:17]([C:19]2[CH:20]=[N:21][C:22]4[C:27]([CH:28]=2)=[CH:26][C:25]([O:29][CH2:30][C:31]([OH:33])=[O:32])=[CH:24][CH:23]=4)=[O:18])[CH2:13][CH2:12]3)=[N:7]1)([CH3:5])([CH3:3])[CH3:4]. (9) Given the reactants [Br:1][C:2]1[CH:7]=[CH:6][C:5]([C:8]2[CH:17]=[C:16]3[C:11]([N:12]=[CH:13][CH:14]=[N:15]3)=[C:10]([C:18]([NH:20][CH2:21][C:22]([O:24]CC)=[O:23])=[O:19])[C:9]=2[OH:27])=[C:4]([F:28])[CH:3]=1.[OH-].[Na+], predict the reaction product. The product is: [Br:1][C:2]1[CH:7]=[CH:6][C:5]([C:8]2[CH:17]=[C:16]3[C:11]([N:12]=[CH:13][CH:14]=[N:15]3)=[C:10]([C:18]([NH:20][CH2:21][C:22]([OH:24])=[O:23])=[O:19])[C:9]=2[OH:27])=[C:4]([F:28])[CH:3]=1.